This data is from Full USPTO retrosynthesis dataset with 1.9M reactions from patents (1976-2016). The task is: Predict the reactants needed to synthesize the given product. (1) Given the product [CH:25]([NH:28][C:29]([NH:2][C:3]1[CH:8]=[CH:7][CH:6]=[C:5]([C:9]2[N:14]3[N:15]=[CH:16][C:17]([C:18]([C:20]4[S:21][CH:22]=[CH:23][CH:24]=4)=[O:19])=[C:13]3[N:12]=[CH:11][CH:10]=2)[CH:4]=1)=[NH:30])([CH3:27])[CH3:26], predict the reactants needed to synthesize it. The reactants are: Cl.[NH2:2][C:3]1[CH:4]=[C:5]([C:9]2[N:14]3[N:15]=[CH:16][C:17]([C:18]([C:20]4[S:21][CH:22]=[CH:23][CH:24]=4)=[O:19])=[C:13]3[N:12]=[CH:11][CH:10]=2)[CH:6]=[CH:7][CH:8]=1.[CH:25]([NH:28][C:29]#[N:30])([CH3:27])[CH3:26]. (2) The reactants are: [NH:1]1[C:5]2[CH:6]=[CH:7][CH:8]=[CH:9][C:4]=2[N:3]=[C:2]1[CH:10]([O:19][CH:20]1[CH2:25][CH2:24][N:23]([CH3:26])[CH2:22][CH2:21]1)[C:11]1[CH:12]=[C:13]([CH2:17]O)[CH:14]=[CH:15][CH:16]=1.C(N(CC)CC)C.[CH3:34][S:35](Cl)(=O)=O.C[S-].[Na+]. Given the product [CH3:26][N:23]1[CH2:24][CH2:25][CH:20]([O:19][CH:10]([C:11]2[CH:16]=[CH:15][CH:14]=[C:13]([CH2:17][S:35][CH3:34])[CH:12]=2)[C:2]2[NH:3][C:4]3[CH:9]=[CH:8][CH:7]=[CH:6][C:5]=3[N:1]=2)[CH2:21][CH2:22]1, predict the reactants needed to synthesize it. (3) Given the product [CH2:1]([O:3][C:4](=[O:23])[CH2:5][CH2:6][C:7]1[C:8]2[C:19]([CH3:20])=[C:18]3[C:13]([CH:14]=[CH:15][CH:16]=[CH:17]3)=[C:12]([O:22][Si:44]([C:41]([CH3:43])([CH3:42])[CH3:40])([CH3:46])[CH3:45])[C:9]=2[O:10][CH:11]=1)[CH3:2], predict the reactants needed to synthesize it. The reactants are: [CH2:1]([O:3][C:4](=[O:23])[CH2:5][CH2:6][C:7]1[C:8]2[C:19](O)([CH3:20])[C:18]3[C:13](=[CH:14][CH:15]=[CH:16][CH:17]=3)[C:12](=[O:22])[C:9]=2[O:10][CH:11]=1)[CH3:2].[SiH](CC)(CC)CC.B(F)(F)F.CCOCC.[CH3:40][C:41]([Si:44](Cl)([CH3:46])[CH3:45])([CH3:43])[CH3:42].N1C=CN=C1.